This data is from Peptide-MHC class I binding affinity with 185,985 pairs from IEDB/IMGT. The task is: Regression. Given a peptide amino acid sequence and an MHC pseudo amino acid sequence, predict their binding affinity value. This is MHC class I binding data. (1) The peptide sequence is NLEKAKQTL. The MHC is HLA-A02:01 with pseudo-sequence HLA-A02:01. The binding affinity (normalized) is 0.0680. (2) The peptide sequence is DTVDYSAM. The MHC is H-2-Db with pseudo-sequence H-2-Db. The binding affinity (normalized) is 0. (3) The peptide sequence is RLANLLPLI. The MHC is HLA-E01:03 with pseudo-sequence HLA-E01:03. The binding affinity (normalized) is 0.0412. (4) The peptide sequence is HSNIEEVAL. The MHC is HLA-B35:01 with pseudo-sequence HLA-B35:01. The binding affinity (normalized) is 0.107. (5) The peptide sequence is AIFQSSMTA. The MHC is HLA-A33:01 with pseudo-sequence HLA-A33:01. The binding affinity (normalized) is 0.149. (6) The MHC is HLA-B40:01 with pseudo-sequence HLA-B40:01. The binding affinity (normalized) is 0.0847. The peptide sequence is ERNEQGQTL. (7) The peptide sequence is NQQAELEAF. The MHC is Mamu-A07 with pseudo-sequence Mamu-A07. The binding affinity (normalized) is 0.0145. (8) The peptide sequence is ILATLNTLI. The MHC is HLA-A68:02 with pseudo-sequence HLA-A68:02. The binding affinity (normalized) is 0.284. (9) The peptide sequence is WLIGFDFDV. The MHC is HLA-A02:01 with pseudo-sequence HLA-A02:01. The binding affinity (normalized) is 1.00.